Predict the reactants needed to synthesize the given product. From a dataset of Full USPTO retrosynthesis dataset with 1.9M reactions from patents (1976-2016). (1) Given the product [O:15]=[C:10]1[C:9]2[NH:16][CH:17]=[CH:18][C:8]=2[C:7]2[CH:6]=[C:5]([S:2](=[O:3])(=[O:4])[NH:23][CH:24]3[CH2:29][CH2:28][NH:27][CH2:26][CH2:25]3)[CH:14]=[CH:13][C:12]=2[NH:11]1.[CH2:18]([C:19]([O-:21])=[O:20])[CH3:17], predict the reactants needed to synthesize it. The reactants are: Cl[S:2]([C:5]1[CH:14]=[CH:13][C:12]2[NH:11][C:10](=[O:15])[C:9]3[NH:16][CH:17]=[C:18]([C:19]([OH:21])=[O:20])[C:8]=3[C:7]=2[CH:6]=1)(=[O:4])=[O:3].Cl.[NH2:23][CH:24]1[CH2:29][CH2:28][N:27](C(OC(C)(C)C)=O)[CH2:26][CH2:25]1.C(N(CC)CC)C. (2) Given the product [CH2:2]([O:4][C:5]([CH:7]1[C:12](=[O:13])[CH2:11][CH2:10][N:9]([C:19]([O:18][C:15]([CH3:17])([CH3:16])[CH3:14])=[O:20])[CH2:8]1)=[O:6])[CH3:3], predict the reactants needed to synthesize it. The reactants are: Cl.[CH2:2]([O:4][C:5]([CH:7]1[C:12](=[O:13])[CH2:11][CH2:10][NH:9][CH2:8]1)=[O:6])[CH3:3].[CH3:14][C:15]([O:18][C:19](O[C:19]([O:18][C:15]([CH3:17])([CH3:16])[CH3:14])=[O:20])=[O:20])([CH3:17])[CH3:16]. (3) The reactants are: Br[CH2:2][C:3]1[S:4][C:5]2[CH:11]=[CH:10][CH:9]=[CH:8][C:6]=2[N:7]=1.P(OC)(OC)OC.[CH3:19][N:20]([CH3:31])[C:21]1[CH:30]=[CH:29][C:24]([CH:25]=[CH:26][CH:27]=O)=[CH:23][CH:22]=1. Given the product [S:4]1[C:5]2[CH:11]=[CH:10][CH:9]=[CH:8][C:6]=2[N:7]=[C:3]1/[CH:2]=[CH:27]/[CH:26]=[CH:25]/[C:24]1[CH:23]=[CH:22][C:21]([N:20]([CH3:19])[CH3:31])=[CH:30][CH:29]=1, predict the reactants needed to synthesize it. (4) Given the product [CH2:27]([N:19]([CH2:17][CH3:18])[C:20]1[CH:26]=[CH:25][C:23]([NH:24][C:10]2[N:11]=[CH:12][C:7]3[CH:6]=[CH:5][C:4](=[O:16])[N:3]([CH2:1][CH3:2])[C:8]=3[N:9]=2)=[CH:22][CH:21]=1)[CH3:28], predict the reactants needed to synthesize it. The reactants are: [CH2:1]([N:3]1[C:8]2[N:9]=[C:10](S(C)=O)[N:11]=[CH:12][C:7]=2[CH:6]=[CH:5][C:4]1=[O:16])[CH3:2].[CH2:17]([N:19]([CH2:27][CH3:28])[C:20]1[CH:26]=[CH:25][C:23]([NH2:24])=[CH:22][CH:21]=1)[CH3:18]. (5) Given the product [C:23]([O:26][C:27]1[CH:35]=[CH:34][CH:33]=[CH:32][C:28]=1[C:29](=[O:31])[N:12]([C@@H:15]([C:49](=[O:51])[NH2:48])[C:16]1[CH:21]=[CH:20][CH:19]=[CH:18][CH:17]=1)[C@H:9]1[C:10]2[C:6](=[CH:5][CH:4]=[C:3]([C:2]([F:13])([F:14])[F:1])[CH:11]=2)[CH2:7][CH2:8]1)(=[O:25])[CH3:24], predict the reactants needed to synthesize it. The reactants are: [F:1][C:2]([F:14])([F:13])[C:3]1[CH:11]=[C:10]2[C:6]([CH2:7][CH2:8][C@H:9]2[NH2:12])=[CH:5][CH:4]=1.[CH:15](=O)[C:16]1[CH:21]=[CH:20][CH:19]=[CH:18][CH:17]=1.[C:23]([O:26][C:27]1[C:28](=[CH:32][CH:33]=[CH:34][CH:35]=1)[C:29]([OH:31])=O)(=[O:25])[CH3:24].C1(C2CCC([N+:48]#[C-:49])=CC2)C=CC=CC=1.C[OH:51]. (6) Given the product [C:27]([C:30]1[CH:35]=[CH:34][CH:33]=[CH:32][C:31]=1[C:2]1[CH:7]=[CH:6][CH:5]=[C:4]([CH:8]2[N:12]([C:13]3[CH:18]=[CH:17][CH:16]=[CH:15][C:14]=3[Cl:19])[N:11]=[C:10]([C:20]([F:25])([F:26])[C:21]([F:22])([F:23])[F:24])[CH2:9]2)[CH:3]=1)(=[O:29])[CH3:28], predict the reactants needed to synthesize it. The reactants are: Br[C:2]1[CH:3]=[C:4]([CH:8]2[N:12]([C:13]3[CH:18]=[CH:17][CH:16]=[CH:15][C:14]=3[Cl:19])[N:11]=[C:10]([C:20]([F:26])([F:25])[C:21]([F:24])([F:23])[F:22])[CH2:9]2)[CH:5]=[CH:6][CH:7]=1.[C:27]([C:30]1[CH:35]=[CH:34][CH:33]=[CH:32][C:31]=1B(O)O)(=[O:29])[CH3:28].C(=O)([O-])[O-].[Na+].[Na+]. (7) Given the product [C:32]1([C:29]2[N:30]=[CH:31][C:26]([CH2:11][CH2:10][NH:12][C:13](=[O:22])[O:14][CH2:15][C:16]3[CH:21]=[CH:20][CH:19]=[CH:18][CH:17]=3)=[CH:27][CH:28]=2)[CH:37]=[CH:36][CH:35]=[CH:34][CH:33]=1, predict the reactants needed to synthesize it. The reactants are: C12BC(CCC1)CCC2.[CH:10]([NH:12][C:13](=[O:22])[O:14][CH2:15][C:16]1[CH:21]=[CH:20][CH:19]=[CH:18][CH:17]=1)=[CH2:11].[OH-].[Na+].Br[C:26]1[CH:27]=[CH:28][C:29]([C:32]2[CH:37]=[CH:36][CH:35]=[CH:34][CH:33]=2)=[N:30][CH:31]=1.OO. (8) Given the product [F:1][C:2]1[C:3]([C:20]2[CH:21]=[N:22][C:23]([C:27]([F:29])([F:30])[F:28])=[C:24]([F:26])[CH:25]=2)=[CH:4][C:5]([CH2:8][NH2:9])=[N:6][CH:7]=1, predict the reactants needed to synthesize it. The reactants are: [F:1][C:2]1[C:3]([C:20]2[CH:21]=[N:22][C:23]([C:27]([F:30])([F:29])[F:28])=[C:24]([F:26])[CH:25]=2)=[CH:4][C:5]([CH2:8][N:9]2C(=O)C3C(=CC=CC=3)C2=O)=[N:6][CH:7]=1.O.NN. (9) Given the product [CH2:15]([O:22][C:23]1[C:28]([CH3:29])=[C:27]([CH3:30])[C:26]([NH:7][CH:1]2[CH2:6][CH2:5][CH2:4][CH2:3][CH2:2]2)=[N:25][C:24]=1[CH3:32])[C:16]1[CH:21]=[CH:20][CH:19]=[CH:18][CH:17]=1, predict the reactants needed to synthesize it. The reactants are: [CH:1]1([NH2:7])[CH2:6][CH2:5][CH2:4][CH2:3][CH2:2]1.C1(C)C=CC=CC=1.[CH2:15]([O:22][C:23]1[C:24]([CH3:32])=[N:25][C:26](Br)=[C:27]([CH3:30])[C:28]=1[CH3:29])[C:16]1[CH:21]=[CH:20][CH:19]=[CH:18][CH:17]=1.CC([O-])(C)C.[Na+]. (10) Given the product [C:1]([O:5][C:6]([N:8]1[CH2:13][CH2:12][N:11]([C:14](=[O:41])[C@@H:15]([NH:40][S:54]([C:45]2[CH:46]=[CH:47][C:48]3[C:53](=[CH:52][CH:51]=[CH:50][CH:49]=3)[CH:44]=2)(=[O:56])=[O:55])[CH2:16][CH2:17][CH2:18][NH:19]/[C:20](/[NH2:39])=[N:21]/[S:22]([C:25]2[C:26]([CH3:38])=[C:27]([CH3:37])[C:28]3[O:32][C:31]([CH3:33])([CH3:34])[CH2:30][C:29]=3[C:35]=2[CH3:36])(=[O:23])=[O:24])[CH2:10][CH2:9]1)=[O:7])([CH3:4])([CH3:2])[CH3:3], predict the reactants needed to synthesize it. The reactants are: [C:1]([O:5][C:6]([N:8]1[CH2:13][CH2:12][N:11]([C:14](=[O:41])[C@@H:15]([NH2:40])[CH2:16][CH2:17][CH2:18][NH:19]/[C:20](/[NH2:39])=[N:21]/[S:22]([C:25]2[C:26]([CH3:38])=[C:27]([CH3:37])[C:28]3[O:32][C:31]([CH3:34])([CH3:33])[CH2:30][C:29]=3[C:35]=2[CH3:36])(=[O:24])=[O:23])[CH2:10][CH2:9]1)=[O:7])([CH3:4])([CH3:3])[CH3:2].[OH-].[Na+].[CH:44]1[C:53]2[C:48](=[CH:49][CH:50]=[CH:51][CH:52]=2)[CH:47]=[CH:46][C:45]=1[S:54](Cl)(=[O:56])=[O:55].